From a dataset of Reaction yield outcomes from USPTO patents with 853,638 reactions. Predict the reaction yield, written as a fraction of the theoretical maximum amount of product (1.0 means a 100% yield; for example, 0.34 means a 34% yield). (1) The reactants are [NH:1]([CH2:3][C:4]([OH:6])=[O:5])[CH3:2].[CH3:7][CH:8]([CH3:27])[C:9]([O:11][CH:12]([O:16][C:17](ON1C(=O)CCC1=O)=[O:18])[CH:13]([CH3:15])[CH3:14])=[O:10]. No catalyst specified. The product is [CH3:2][N:1]([C:17]([O:16][CH:12]([O:11][C:9](=[O:10])[CH:8]([CH3:27])[CH3:7])[CH:13]([CH3:15])[CH3:14])=[O:18])[CH2:3][C:4]([OH:6])=[O:5]. The yield is 0.550. (2) The reactants are CCN(C(C)C)C(C)C.C1C=CC2N(O)N=NC=2C=1.CCN=C=NCCCN(C)C.[N:31]1([C:36]2[CH:37]=[CH:38][C:39]3[N:40]([CH:42]=[C:43]([C:45]([OH:47])=O)[N:44]=3)[CH:41]=2)[CH:35]=[CH:34][CH:33]=[N:32]1.Cl.[NH2:49][CH2:50][C:51]([N:53]1[CH2:58][CH2:57][N:56]([C:59](=[O:68])[C:60]2[CH:65]=[C:64]([F:66])[CH:63]=[CH:62][C:61]=2[Cl:67])[CH2:55][CH2:54]1)=[O:52].ClC1C=CC(F)=CC=1C(O)=O. The catalyst is CN(C=O)C.O. The product is [Cl:67][C:61]1[CH:62]=[CH:63][C:64]([F:66])=[CH:65][C:60]=1[C:59]([N:56]1[CH2:55][CH2:54][N:53]([C:51](=[O:52])[CH2:50][NH:49][C:45]([C:43]2[N:44]=[C:39]3[CH:38]=[CH:37][C:36]([N:31]4[CH:35]=[CH:34][CH:33]=[N:32]4)=[CH:41][N:40]3[CH:42]=2)=[O:47])[CH2:58][CH2:57]1)=[O:68]. The yield is 0.200.